Task: Regression. Given a peptide amino acid sequence and an MHC pseudo amino acid sequence, predict their binding affinity value. This is MHC class I binding data.. Dataset: Peptide-MHC class I binding affinity with 185,985 pairs from IEDB/IMGT (1) The binding affinity (normalized) is 0.0847. The peptide sequence is RYWRLRYRI. The MHC is HLA-B15:01 with pseudo-sequence HLA-B15:01. (2) The peptide sequence is SALNHTKKW. The MHC is HLA-B08:01 with pseudo-sequence HLA-B08:01. The binding affinity (normalized) is 0.0847. (3) The peptide sequence is ARYGIFLPF. The MHC is HLA-B73:01 with pseudo-sequence HLA-B73:01. The binding affinity (normalized) is 0.105. (4) The peptide sequence is FLGKIWPSHK. The MHC is HLA-B53:01 with pseudo-sequence HLA-B53:01. The binding affinity (normalized) is 0. (5) The peptide sequence is FTEGKINPL. The MHC is HLA-A02:01 with pseudo-sequence HLA-A02:01. The binding affinity (normalized) is 0.346.